Dataset: Catalyst prediction with 721,799 reactions and 888 catalyst types from USPTO. Task: Predict which catalyst facilitates the given reaction. (1) Reactant: [OH:1][C@@H:2]1[C:10]2[C:5](=[CH:6][CH:7]=[CH:8][CH:9]=2)[CH2:4][C@@:3]1([CH2:20][C:21]1[CH:29]=[CH:28][C:24]([C:25]([OH:27])=O)=[CH:23][CH:22]=1)[C:11]1[CH2:12][C:13]2[C:18]([CH:19]=1)=[CH:17][CH:16]=[CH:15][CH:14]=2.CCN(CC)CC.[NH2:37][CH2:38][CH2:39][OH:40].C(P1(=O)OP(CCC)(=O)OP(CCC)(=O)O1)CC. The catalyst class is: 2. Product: [OH:1][C@@H:2]1[C:10]2[C:5](=[CH:6][CH:7]=[CH:8][CH:9]=2)[CH2:4][C@@:3]1([CH2:20][C:21]1[CH:29]=[CH:28][C:24]([C:25]([NH:37][CH2:38][CH2:39][OH:40])=[O:27])=[CH:23][CH:22]=1)[C:11]1[CH2:12][C:13]2[C:18]([CH:19]=1)=[CH:17][CH:16]=[CH:15][CH:14]=2. (2) Reactant: Br[C:2]1[CH:3]=[C:4]([CH:9]=[C:10]([O:12][CH3:13])[CH:11]=1)[C:5]([O:7][CH3:8])=[O:6].[CH3:14][O:15][C@H:16]1[C@@H:21]([NH:22][C:23](=[O:32])[O:24][CH2:25][C:26]2[CH:31]=[CH:30][CH:29]=[CH:28][CH:27]=2)[CH2:20][CH2:19][NH:18][CH2:17]1.C(=O)([O-])[O-].[Cs+].[Cs+].O1CCOCC1. Product: [CH2:25]([O:24][C:23]([NH:22][C@H:21]1[CH2:20][CH2:19][N:18]([C:2]2[CH:3]=[C:4]([CH:9]=[C:10]([O:12][CH3:13])[CH:11]=2)[C:5]([O:7][CH3:8])=[O:6])[CH2:17][C@H:16]1[O:15][CH3:14])=[O:32])[C:26]1[CH:27]=[CH:28][CH:29]=[CH:30][CH:31]=1. The catalyst class is: 826. (3) Reactant: [CH2:1]([CH:8]([C:12]([NH:14][O:15][CH2:16][C:17]1[CH:22]=[CH:21][CH:20]=[CH:19][CH:18]=1)=[O:13])[C:9]([OH:11])=[O:10])[C:2]1[CH:7]=[CH:6][CH:5]=[CH:4][CH:3]=1.O[N:24]1[C:28](=[O:29])[CH2:27][CH2:26][C:25]1=[O:30].C(Cl)CCl. Product: [O:30]=[C:25]1[CH2:26][CH2:27][C:28](=[O:29])[N:24]1[O:10][C:9](=[O:11])[CH:8]([CH2:1][C:2]1[CH:3]=[CH:4][CH:5]=[CH:6][CH:7]=1)[C:12]([NH:14][O:15][CH2:16][C:17]1[CH:22]=[CH:21][CH:20]=[CH:19][CH:18]=1)=[O:13]. The catalyst class is: 23. (4) The catalyst class is: 174. Reactant: [F:1][C:2]1[CH:7]=[CH:6][C:5]([C:8]2[C:42]([C:43]([OH:45])=[O:44])=[C:11]3[CH:12]=[C:13]([C:24]4[CH:29]=[CH:28][CH:27]=[C:26]([C:30](=[O:41])[NH:31][C:32]([C:35]5[CH:40]=[CH:39][CH:38]=[CH:37][CH:36]=5)([CH3:34])[CH3:33])[CH:25]=4)[C:14]([N:16]([CH2:21][CH2:22][OH:23])[S:17]([CH3:20])(=[O:19])=[O:18])=[CH:15][N:10]3[N:9]=2)=[CH:4][CH:3]=1.C1C=[N:50][C:49]2N(O)N=NC=2C=1.C(N(C(C)C)CC)(C)C.Cl.CN.CCN=C=NCCCN(C)C. Product: [C:43]([O-:45])(=[O:44])[CH3:42].[NH4+:9].[F:1][C:2]1[CH:7]=[CH:6][C:5]([C:8]2[C:42]([C:43]([NH:50][CH3:49])=[O:45])=[C:11]3[CH:12]=[C:13]([C:24]4[CH:29]=[CH:28][CH:27]=[C:26]([C:30](=[O:41])[NH:31][C:32]([C:35]5[CH:40]=[CH:39][CH:38]=[CH:37][CH:36]=5)([CH3:33])[CH3:34])[CH:25]=4)[C:14]([N:16]([CH2:21][CH2:22][OH:23])[S:17]([CH3:20])(=[O:19])=[O:18])=[CH:15][N:10]3[N:9]=2)=[CH:4][CH:3]=1. (5) Reactant: [O:1]=[C:2]1[C:10]2[C:5](=[CH:6][C:7](/[CH:11]=C/C(OC)=O)=[CH:8][CH:9]=2)[CH2:4][CH2:3]1.I([O-])(=O)(=O)=[O:18].[Na+].S([O-])([O-])(=O)=S.[Na+].[Na+].C(OCC)(=O)C. Product: [O:1]=[C:2]1[C:10]2[C:5](=[CH:6][C:7]([CH:11]=[O:18])=[CH:8][CH:9]=2)[CH2:4][CH2:3]1. The catalyst class is: 325. (6) Reactant: [N+:1]([C:4]1[C:5]([NH:13][C@H:14]2[CH2:19][CH2:18][C@H:17]([CH2:20][C:21]([O:23][CH2:24][CH3:25])=[O:22])[CH2:16][CH2:15]2)=[C:6]2[S:12][CH:11]=[CH:10][C:7]2=[N:8][CH:9]=1)([O-])=O. Product: [NH2:1][C:4]1[C:5]([NH:13][C@H:14]2[CH2:15][CH2:16][C@H:17]([CH2:20][C:21]([O:23][CH2:24][CH3:25])=[O:22])[CH2:18][CH2:19]2)=[C:6]2[S:12][CH:11]=[CH:10][C:7]2=[N:8][CH:9]=1. The catalyst class is: 19. (7) Reactant: [S:1]([O-:5])([OH:4])(=[O:3])=[O:2].[CH3:6]/[C:7](/[CH:29]=[CH:30]/[C:31]1[C:36]([CH3:38])([CH3:37])[CH2:35][CH2:34][CH2:33][C:32]=1[CH3:39])=[CH:8]\[CH2:9][P+:10]([C:23]1[CH:28]=[CH:27][CH:26]=[CH:25][CH:24]=1)([C:17]1[CH:22]=[CH:21][CH:20]=[CH:19][CH:18]=1)[C:11]1[CH:16]=[CH:15][CH:14]=[CH:13][CH:12]=1.C[O-].[Na+]. Product: [CH3:6]/[C:7](/[CH:29]=[CH:30]/[C:31]1[C:36]([CH3:38])([CH3:37])[CH2:35][CH2:34][CH2:33][C:32]=1[CH3:39])=[CH:8]/[CH2:9][P+:10]([C:17]1[CH:18]=[CH:19][CH:20]=[CH:21][CH:22]=1)([C:23]1[CH:24]=[CH:25][CH:26]=[CH:27][CH:28]=1)[C:11]1[CH:16]=[CH:15][CH:14]=[CH:13][CH:12]=1.[S:1]([O-:5])([OH:4])(=[O:3])=[O:2]. The catalyst class is: 5.